This data is from Full USPTO retrosynthesis dataset with 1.9M reactions from patents (1976-2016). The task is: Predict the reactants needed to synthesize the given product. (1) The reactants are: [CH2:1](Br)[C:2]1[CH:7]=[CH:6][CH:5]=[CH:4][CH:3]=1.[Br:9][C:10]1[CH:15]=[C:14]([C:16]([F:19])([F:18])[F:17])[CH:13]=[CH:12][C:11]=1[OH:20].C(=O)([O-])[O-].[K+].[K+].N1CCCCC1. Given the product [Br:9][C:10]1[CH:15]=[C:14]([C:16]([F:18])([F:19])[F:17])[CH:13]=[CH:12][C:11]=1[O:20][CH2:1][C:2]1[CH:7]=[CH:6][CH:5]=[CH:4][CH:3]=1, predict the reactants needed to synthesize it. (2) Given the product [F:1][C:2]([F:7])([F:6])[CH2:3][CH2:4][O:5][C:11]1[CH:12]=[CH:13][C:14]2[N:15]([C:17]([C:20]([O:22][CH2:23][CH3:24])=[O:21])=[CH:18][N:19]=2)[N:16]=1, predict the reactants needed to synthesize it. The reactants are: [F:1][C:2]([F:7])([F:6])[CH2:3][CH2:4][OH:5].[H-].[Na+].Cl[C:11]1[CH:12]=[CH:13][C:14]2[N:15]([C:17]([C:20]([O:22][CH2:23][CH3:24])=[O:21])=[CH:18][N:19]=2)[N:16]=1. (3) Given the product [Cl:35][CH2:36][CH2:37][O:38][CH2:39][CH2:40][O:12][C:11]1[CH:10]=[C:9]2[C:5]([C:6]([C:14]3[N:22]([S:23]([C:26]4[CH:27]=[CH:28][C:29]([CH3:32])=[CH:30][CH:31]=4)(=[O:25])=[O:24])[C:17]4=[N:18][CH:19]=[CH:20][CH:21]=[C:16]4[CH:15]=3)=[CH:7][N:8]2[CH3:13])=[CH:4][C:3]=1[O:2][CH3:1], predict the reactants needed to synthesize it. The reactants are: [CH3:1][O:2][C:3]1[CH:4]=[C:5]2[C:9](=[CH:10][C:11]=1[OH:12])[N:8]([CH3:13])[CH:7]=[C:6]2[C:14]1[N:22]([S:23]([C:26]2[CH:31]=[CH:30][C:29]([CH3:32])=[CH:28][CH:27]=2)(=[O:25])=[O:24])[C:17]2=[N:18][CH:19]=[CH:20][CH:21]=[C:16]2[CH:15]=1.[H-].[Na+].[Cl:35][CH2:36][CH2:37][O:38][CH2:39][CH2:40]Cl.C1CCCCC1.C(OCC)(=O)C. (4) Given the product [Cl:12][C:13]1[C:14]([C:20]([O:22][C:23]([CH3:26])([CH3:25])[CH3:24])=[O:21])=[N:15][C:16]([Cl:19])=[CH:17][CH:18]=1, predict the reactants needed to synthesize it. The reactants are: S(=O)(=O)(O)O.S([O-])([O-])(=O)=O.[Mg+2].[Cl:12][C:13]1[C:14]([C:20]([OH:22])=[O:21])=[N:15][C:16]([Cl:19])=[CH:17][CH:18]=1.[C:23](O)([CH3:26])([CH3:25])[CH3:24].C(=O)([O-])[O-].[Na+].[Na+]. (5) Given the product [CH3:1][C:2]1[CH:19]=[CH:18][CH:17]=[C:16]([CH3:20])[C:3]=1[CH2:4][O:5][C:6]1[C:7]([O:14][CH3:15])=[C:8]([CH2:9][OH:10])[CH:11]=[CH:12][CH:13]=1, predict the reactants needed to synthesize it. The reactants are: [CH3:1][C:2]1[CH:19]=[CH:18][CH:17]=[C:16]([CH3:20])[C:3]=1[CH2:4][O:5][C:6]1[C:7]([O:14][CH3:15])=[C:8]([CH:11]=[CH:12][CH:13]=1)[CH:9]=[O:10].[H-].[H-].[H-].[H-].[Li+].[Al+3]. (6) Given the product [CH2:1]([O:8][C:9]1[CH:14]=[CH:13][C:12]([CH2:15][CH:16]([NH:18][C:41](=[O:42])[CH2:40][C:37]2[CH:38]=[CH:39][C:34]([CH3:33])=[CH:35][CH:36]=2)[CH3:17])=[CH:11][C:10]=1[O:19][CH3:20])[C:2]1[CH:7]=[CH:6][CH:5]=[CH:4][CH:3]=1, predict the reactants needed to synthesize it. The reactants are: [CH2:1]([O:8][C:9]1[CH:14]=[CH:13][C:12]([CH2:15][CH:16]([NH2:18])[CH3:17])=[CH:11][C:10]=1[O:19][CH3:20])[C:2]1[CH:7]=[CH:6][CH:5]=[CH:4][CH:3]=1.C(N(CC)CC)C.O1CCCC1.[CH3:33][C:34]1[CH:39]=[CH:38][C:37]([CH2:40][C:41](Cl)=[O:42])=[CH:36][CH:35]=1. (7) Given the product [N+:16]([C:13]1[N:14]=[CH:15][N:11]([C:6]2[CH:5]=[CH:4][C:3]([CH:1]=[CH2:19])=[CH:10][C:7]=2[C:8]#[N:9])[N:12]=1)([O-:18])=[O:17], predict the reactants needed to synthesize it. The reactants are: [CH:1]([C:3]1[CH:4]=[CH:5][C:6]([N:11]2[CH:15]=[N:14][C:13]([N+:16]([O-:18])=[O:17])=[N:12]2)=[C:7]([CH:10]=1)[C:8]#[N:9])=O.[C:19]([O-])([O-])=O.[K+].[K+]. (8) Given the product [Br:34][C:35]1[CH:36]=[C:37]([CH2:61][CH2:62][C:63]([OH:65])=[O:64])[CH:38]=[C:39]([Br:60])[C:40]=1[O:41][C:42]1[CH:43]=[C:44](/[CH:52]=[CH:53]/[C:54]2[CH:59]=[CH:58][CH:57]=[CH:56][CH:55]=2)[C:45]([OH:51])=[C:46]([CH:48]([CH3:50])[CH3:49])[CH:47]=1, predict the reactants needed to synthesize it. The reactants are: BrC1C=C(C(C)C(O)=O)C=C(Br)C=1OC1C=C(C(C)C)C(O)=C(I)C=1.C=CC1C=CC=CC=1.[Br:34][C:35]1[CH:36]=[C:37]([CH2:61][CH2:62][C:63]([OH:65])=[O:64])[CH:38]=[C:39]([Br:60])[C:40]=1[O:41][C:42]1[CH:47]=[C:46]([CH:48]([CH3:50])[CH3:49])[C:45]([OH:51])=[C:44]([CH:52]=[CH:53][C:54]2[CH:59]=[CH:58][CH:57]=[CH:56][CH:55]=2)[CH:43]=1.